Dataset: Catalyst prediction with 721,799 reactions and 888 catalyst types from USPTO. Task: Predict which catalyst facilitates the given reaction. (1) Reactant: CC1(C)C(C)(C)OB(C2C=CC(S(C(F)(F)F)(=O)=O)=CC=2C)O1.ClC1C2C(=CC(C3C=C(C=CC=3C)C(OC)=O)=CC=2)C=NN=1.[CH3:46][C:47]1[CH:56]=[CH:55][C:50]([C:51]([O:53][CH3:54])=[O:52])=[CH:49][C:48]=1[C:57]1[CH:58]=[C:59]2[C:64](=[CH:65][CH:66]=1)[C:63]([C:67]1[CH:72]=[CH:71][C:70]([S:73]([C:76]([F:79])([F:78])[F:77])(=[O:75])=[O:74])=[CH:69][C:68]=1[CH3:80])=[N:62][N:61]=[CH:60]2.[OH-].[Na+].Cl. Product: [CH3:46][C:47]1[CH:56]=[CH:55][C:50]([C:51]([O:53][CH3:54])=[O:52])=[CH:49][C:48]=1[C:57]1[CH:58]=[C:59]2[C:64](=[CH:65][CH:66]=1)[C:63]([C:67]1[CH:72]=[CH:71][C:70]([S:73]([C:76]([F:78])([F:77])[F:79])(=[O:75])=[O:74])=[CH:69][C:68]=1[CH3:80])=[N:62][N:61]=[CH:60]2.[CH3:46][C:47]1[CH:56]=[CH:55][C:50]([C:51]([OH:53])=[O:52])=[CH:49][C:48]=1[C:57]1[CH:58]=[C:59]2[C:64](=[CH:65][CH:66]=1)[C:63]([C:67]1[CH:72]=[CH:71][C:70]([S:73]([C:76]([F:78])([F:77])[F:79])(=[O:75])=[O:74])=[CH:69][C:68]=1[CH3:80])=[N:62][N:61]=[CH:60]2. The catalyst class is: 36. (2) Reactant: Br[CH2:2][CH2:3][CH2:4][Cl:5].[CH3:6][N:7]([CH2:9][C:10]1([C:16]2[CH:21]=[CH:20][C:19]([OH:22])=[CH:18][CH:17]=2)[CH2:15][CH2:14][O:13][CH2:12][CH2:11]1)[CH3:8].C(=O)([O-])[O-].[K+].[K+]. Product: [Cl:5][CH2:4][CH2:3][CH2:2][O:22][C:19]1[CH:20]=[CH:21][C:16]([C:10]2([CH2:9][N:7]([CH3:8])[CH3:6])[CH2:15][CH2:14][O:13][CH2:12][CH2:11]2)=[CH:17][CH:18]=1. The catalyst class is: 9.